From a dataset of Experimentally validated miRNA-target interactions with 360,000+ pairs, plus equal number of negative samples. Binary Classification. Given a miRNA mature sequence and a target amino acid sequence, predict their likelihood of interaction. The miRNA is hsa-miR-376a-5p with sequence GUAGAUUCUCCUUCUAUGAGUA. The protein sequence of the target gene is MPRVYIGRLSYQARERDVERFFKGYGKILEVDLKNGYGFVEFDDLRDADDAVYELNGKDLCGERVIVEHARGPRRDGSYGSGRSGYGYRRSGRDKYGPPTRTEYRLIVENLSSRCSWQDLKDYMRQAGEVTYADAHKGRKNEGVIEFVSYSDMKRALEKLDGTEVNGRKIRLVEDKPGSRRRRSYSRSRSHSRSRSRSRHSRKSRSRSGSSKSSHSKSRSRSRSGSRSRSKSRSRSQSRSRSKKEKSRSPSKEKSRSRSHSAGKSRSKSKDQAEEKIQNNDNVGKPKSRSPSRHKSKSKS.... Result: 1 (interaction).